From a dataset of Catalyst prediction with 721,799 reactions and 888 catalyst types from USPTO. Predict which catalyst facilitates the given reaction. (1) The catalyst class is: 187. Product: [CH3:18][C@@H:19]1[NH:20][CH2:21][CH2:22][N:23]([C:2]2[CH:7]=[CH:6][C:5]([S:8]([NH:11][C:12]3[CH:17]=[CH:16][N:15]=[CH:14][N:13]=3)(=[O:10])=[O:9])=[CH:4][CH:3]=2)[CH2:24]1. Reactant: Br[C:2]1[CH:7]=[CH:6][C:5]([S:8]([NH:11][C:12]2[CH:17]=[CH:16][N:15]=[CH:14][N:13]=2)(=[O:10])=[O:9])=[CH:4][CH:3]=1.[CH3:18][C@H:19]1[CH2:24][NH:23][CH2:22][CH2:21][NH:20]1.C(P(C(C)(C)C)C1C=CC=CC=1C1C=CC=CC=1)(C)(C)C.O(C(C)(C)C)[Na]. (2) Reactant: [CH3:1][O:2][C:3]1[C:4]([NH2:9])=[N:5][CH:6]=[CH:7][CH:8]=1.Br[CH2:11][C:12](=O)[CH:13]([CH3:15])[CH3:14].C(=O)([O-])O.[Na+]. Product: [CH:13]([C:12]1[N:9]=[C:4]2[C:3]([O:2][CH3:1])=[CH:8][CH:7]=[CH:6][N:5]2[CH:11]=1)([CH3:15])[CH3:14]. The catalyst class is: 8. (3) Reactant: [CH3:1][O:2][CH2:3][CH:4]([CH2:35][O:36][CH3:37])[O:5][C:6]1[CH:7]=[C:8]([O:24][C:25]2[CH:26]=[N:27][C:28]([S:31]([CH3:34])(=[O:33])=[O:32])=[CH:29][CH:30]=2)[CH:9]=[C:10]2[C:14]=1[NH:13][C:12]([C:15]1[S:16][CH:17]([CH2:20][C:21](O)=[O:22])[CH2:18][N:19]=1)=[CH:11]2.Cl.[CH2:39]([N:41]=C=NCCCN(C)C)C.ON1C2C=CC=CC=2N=N1.[Cl-].C[NH3+]. Product: [CH3:37][O:36][CH2:35][CH:4]([CH2:3][O:2][CH3:1])[O:5][C:6]1[CH:7]=[C:8]([O:24][C:25]2[CH:26]=[N:27][C:28]([S:31]([CH3:34])(=[O:33])=[O:32])=[CH:29][CH:30]=2)[CH:9]=[C:10]2[C:14]=1[NH:13][C:12]([C:15]1[S:16][CH:17]([CH2:20][C:21]([NH:41][CH3:39])=[O:22])[CH2:18][N:19]=1)=[CH:11]2. The catalyst class is: 289. (4) Reactant: S(Cl)(Cl)=O.[CH2:5]([O:12][C:13]1[C:14]([C:38]2[CH:43]=[CH:42][C:41]([F:44])=[CH:40][CH:39]=2)=[CH:15][C:16]([CH2:36][CH3:37])=[C:17]([CH:35]=1)[O:18][CH2:19][CH2:20][CH2:21][O:22][C:23]1[C:24]([CH2:32][CH2:33][CH3:34])=[C:25]([CH:29]=[CH:30][CH:31]=1)[C:26](O)=[O:27])[C:6]1[CH:11]=[CH:10][CH:9]=[CH:8][CH:7]=1.C[N:46](C=O)C.[OH-].[NH4+]. Product: [CH2:5]([O:12][C:13]1[C:14]([C:38]2[CH:43]=[CH:42][C:41]([F:44])=[CH:40][CH:39]=2)=[CH:15][C:16]([CH2:36][CH3:37])=[C:17]([CH:35]=1)[O:18][CH2:19][CH2:20][CH2:21][O:22][C:23]1[C:24]([CH2:32][CH2:33][CH3:34])=[C:25]([CH:29]=[CH:30][CH:31]=1)[C:26]([NH2:46])=[O:27])[C:6]1[CH:11]=[CH:10][CH:9]=[CH:8][CH:7]=1. The catalyst class is: 278. (5) Reactant: C([O:8][C:9]1[CH:14]=[CH:13][C:12]([C:15]([C:17]2[C:22]([C:23]3[N:27]=[C:26]([CH3:28])[O:25][N:24]=3)=[CH:21][C:20]([O:29][CH3:30])=[C:19]([OH:31])[C:18]=2[N+:32]([O-:34])=[O:33])=[O:16])=[CH:11][CH:10]=1)C1C=CC=CC=1. Product: [OH:31][C:19]1[C:18]([N+:32]([O-:34])=[O:33])=[C:17]([C:15]([C:12]2[CH:13]=[CH:14][C:9]([OH:8])=[CH:10][CH:11]=2)=[O:16])[C:22]([C:23]2[N:27]=[C:26]([CH3:28])[O:25][N:24]=2)=[CH:21][C:20]=1[O:29][CH3:30]. The catalyst class is: 570.